From a dataset of hERG potassium channel inhibition data for cardiac toxicity prediction from Karim et al.. Regression/Classification. Given a drug SMILES string, predict its toxicity properties. Task type varies by dataset: regression for continuous values (e.g., LD50, hERG inhibition percentage) or binary classification for toxic/non-toxic outcomes (e.g., AMES mutagenicity, cardiotoxicity, hepatotoxicity). Dataset: herg_karim. The drug is CC(C)COc1ccc(S(C)(=O)=O)cc1C(=O)N1CCN(c2ccc(C#N)cc2F)CC1. The result is 1 (blocker).